From a dataset of Full USPTO retrosynthesis dataset with 1.9M reactions from patents (1976-2016). Predict the reactants needed to synthesize the given product. Given the product [CH3:1][C:2]1[CH:7]=[CH:6][C:5]([S:8]([O:11][CH2:12][CH:13]2[CH2:17][C:16]3[CH:18]=[CH:19][CH:20]=[C:21]([C:28]4[CH:29]=[CH:30][C:25]([O:24][CH3:23])=[CH:26][CH:27]=4)[C:15]=3[O:14]2)(=[O:10])=[O:9])=[CH:4][CH:3]=1, predict the reactants needed to synthesize it. The reactants are: [CH3:1][C:2]1[CH:7]=[CH:6][C:5]([S:8]([O:11][CH2:12][CH:13]2[CH2:17][C:16]3[CH:18]=[CH:19][CH:20]=[C:21](Br)[C:15]=3[O:14]2)(=[O:10])=[O:9])=[CH:4][CH:3]=1.[CH3:23][O:24][C:25]1[CH:30]=[CH:29][C:28](B(O)O)=[CH:27][CH:26]=1.C(=O)([O-])[O-].[K+].[K+].CC1C=CC(S(OCC2CC3C(C4C=CC=CC=4)=CC=CC=3O2)(=O)=O)=CC=1.